This data is from Forward reaction prediction with 1.9M reactions from USPTO patents (1976-2016). The task is: Predict the product of the given reaction. (1) Given the reactants [CH3:1][C:2](=[O:7])[CH2:3][C:4](=[O:6])[CH3:5].[CH3:8][O:9][C:10]1[CH:17]=[CH:16][CH:15]=[CH:14][C:11]=1[CH:12]=O.B([O:29][CH2:30][CH2:31][CH2:32][CH3:33])([O:29][CH2:30][CH2:31][CH2:32][CH3:33])[O:29][CH2:30][CH2:31][CH2:32][CH3:33].[CH2:34](N)[CH2:35][CH2:36]C.Cl.[C:40](OCC)(=O)C, predict the reaction product. The product is: [CH3:8][O:9][C:10]1[CH:17]=[CH:16][CH:15]=[CH:14][C:11]=1[CH:12]=[CH:1][C:2](=[O:7])[CH2:3][C:4](=[O:6])[CH:5]=[CH:36][C:35]1[CH:34]=[CH:33][CH:32]=[CH:31][C:30]=1[O:29][CH3:40]. (2) Given the reactants CI.[F:3][CH:4]([F:35])[C:5]1[CH:6]=[C:7]([N:11]2[C:16]3[CH2:17][CH2:18][C:19](=[O:20])[C:15]=3[CH:14]([C:21]3[CH:28]=[CH:27][C:24]([C:25]#[N:26])=[CH:23][C:22]=3[S:29]([CH2:32][CH3:33])(=[O:31])=[O:30])[NH:13][C:12]2=[O:34])[CH:8]=[CH:9][CH:10]=1.[C:36](=O)([O-])[O-].[Cs+].[Cs+], predict the reaction product. The product is: [F:35][CH:4]([F:3])[C:5]1[CH:6]=[C:7]([N:11]2[C:16]3[CH2:17][CH2:18][C:19](=[O:20])[C:15]=3[CH:14]([C:21]3[CH:28]=[CH:27][C:24]([C:25]#[N:26])=[CH:23][C:22]=3[S:29]([CH2:32][CH3:33])(=[O:31])=[O:30])[N:13]([CH3:36])[C:12]2=[O:34])[CH:8]=[CH:9][CH:10]=1. (3) Given the reactants [C:1]([C:4]1[CH:9]=[CH:8][CH:7]=[CH:6][CH:5]=1)(=O)[CH3:2].[CH3:10][O-:11].[Na+], predict the reaction product. The product is: [C:4]1([CH:1]=[CH:2][C:10]([C:4]2[CH:9]=[CH:8][CH:7]=[CH:6][CH:5]=2)=[O:11])[CH:9]=[CH:8][CH:7]=[CH:6][CH:5]=1. (4) Given the reactants [Cl:1][C:2]1[CH:3]=[C:4]([CH:8]([CH:12]2[CH2:17][CH2:16][CH2:15][CH2:14][CH:13]2[OH:18])[C:9]([OH:11])=O)[CH:5]=[CH:6][CH:7]=1.N1(C(OC(C)(C)C)=O)CCNCC1.C(N(CC)CC)C, predict the reaction product. The product is: [Cl:1][C:2]1[CH:3]=[C:4]([CH:8]2[CH:12]3[CH2:17][CH2:16][CH2:15][CH2:14][CH:13]3[O:18][C:9]2=[O:11])[CH:5]=[CH:6][CH:7]=1. (5) Given the reactants [Cl:1][C:2]1[CH:7]=[CH:6][C:5]([C@H:8]2[N:15]3[C:11]([S:12][C:13]([C:19]([N:21]4[CH2:28][CH2:27][CH2:26][C@H:22]4[C:23](O)=[O:24])=[O:20])=[C:14]3[CH:16]([CH3:18])[CH3:17])=[N:10][C@:9]2([C:30]2[CH:35]=[CH:34][C:33]([Cl:36])=[CH:32][CH:31]=2)[CH3:29])=[CH:4][CH:3]=1.[C:37]([O:40][CH2:41][CH2:42][NH2:43])(=[O:39])[CH3:38], predict the reaction product. The product is: [C:37]([O:40][CH2:41][CH2:42][NH:43][C:23](=[O:24])[C@@H:22]1[CH2:26][CH2:27][CH2:28][N:21]1[C:19]([C:13]1[S:12][C:11]2=[N:10][C@:9]([C:30]3[CH:35]=[CH:34][C:33]([Cl:36])=[CH:32][CH:31]=3)([CH3:29])[C@@H:8]([C:5]3[CH:4]=[CH:3][C:2]([Cl:1])=[CH:7][CH:6]=3)[N:15]2[C:14]=1[CH:16]([CH3:18])[CH3:17])=[O:20])(=[O:39])[CH3:38]. (6) The product is: [Br:1][C:2]1[N:7]=[CH:6][C:5]([CH:8]([Cl:27])[C:10]2[CH:15]=[CH:14][C:13]([Cl:16])=[CH:12][C:11]=2[Cl:17])=[CH:4][CH:3]=1. Given the reactants [Br:1][C:2]1[N:7]=[CH:6][C:5]([CH:8]([C:10]2[CH:15]=[CH:14][C:13]([Cl:16])=[CH:12][C:11]=2[Cl:17])O)=[CH:4][CH:3]=1.C(N(CC)CC)C.S(Cl)([Cl:27])=O, predict the reaction product. (7) The product is: [Br:1][C:2]1[CH:3]=[CH:4][CH:5]=[C:6]2[C:10]=1[NH:9][C:8]([C:11]([O:13][CH2:14][CH3:15])=[O:12])=[C:7]2[CH2:16][CH2:17][CH2:18][N:20]1[C:29]2[C:24](=[CH:25][CH:26]=[CH:27][CH:28]=2)[CH2:23][CH2:22][CH2:21]1. Given the reactants [Br:1][C:2]1[CH:3]=[CH:4][CH:5]=[C:6]2[C:10]=1[NH:9][C:8]([C:11]([O:13][CH2:14][CH3:15])=[O:12])=[C:7]2[CH2:16][CH2:17][CH:18]=O.[NH:20]1[C:29]2[C:24](=[CH:25][CH:26]=[CH:27][CH:28]=2)[CH2:23][CH2:22][CH2:21]1.C([O-])(=O)C.[Na+], predict the reaction product. (8) Given the reactants [CH:1]1([C:4]2[NH:8][N:7]=[C:6]([NH:9][C:10]3[C:17]([F:18])=[CH:16][C:13]([C:14]#[N:15])=[C:12]([NH:19][C@H:20]([C:22]4[CH:27]=[CH:26][C:25]([F:28])=[CH:24][CH:23]=4)[CH3:21])[N:11]=3)[CH:5]=2)[CH2:3][CH2:2]1.NC(C1C=CC(F)=C([NH:38][S:39]([CH3:42])(=[O:41])=[O:40])C=1)C.CCN(C(C)C)C(C)C, predict the reaction product. The product is: [C:14]([C:13]1[C:12]([NH:19][C@@H:20]([C:22]2[CH:27]=[CH:26][C:25]([F:28])=[C:24]([NH:38][S:39]([CH3:42])(=[O:41])=[O:40])[CH:23]=2)[CH3:21])=[N:11][C:10]([NH:9][C:6]2[CH:5]=[C:4]([CH:1]3[CH2:3][CH2:2]3)[NH:8][N:7]=2)=[C:17]([F:18])[CH:16]=1)#[N:15]. (9) Given the reactants [CH3:1][C:2]([CH3:5])([O-])[CH3:3].[K+].[C:7]1([CH3:33])[CH:12]=[C:11]([CH3:13])[CH:10]=[C:9]([CH3:14])[C:8]=1[N:15]1[C:28]2[CH:27]=[CH:26][C:25]([CH:29]=O)=[CH:24][C:23]=2[S:22](=[O:32])(=[O:31])[C:21]2[C:16]1=[CH:17][CH:18]=[CH:19][CH:20]=2.C(OP([CH2:42][C:43]1[CH:48]=[CH:47][C:46]([C:49]2[CH:54]=[CH:53][C:52]([CH2:55]P(OCC)(OCC)=O)=[CH:51][CH:50]=2)=[CH:45][CH:44]=1)(=O)OCC)C, predict the reaction product. The product is: [C:7]1([CH3:33])[CH:12]=[C:11]([CH3:13])[CH:10]=[C:9]([CH3:14])[C:8]=1[N:15]1[C:28]2[CH:27]=[CH:26][C:25]([CH:29]=[CH:55][C:52]3[CH:51]=[CH:50][C:49]([C:46]4[CH:45]=[CH:44][C:43]([CH:42]=[CH:1][C:2]5[CH:5]=[CH:27][C:28]6[N:15]([C:8]7[C:7]([CH3:33])=[CH:12][C:11]([CH3:13])=[CH:10][C:9]=7[CH3:14])[C:16]7[C:21]([S:22](=[O:32])(=[O:31])[C:23]=6[CH:3]=5)=[CH:20][CH:19]=[CH:18][CH:17]=7)=[CH:48][CH:47]=4)=[CH:54][CH:53]=3)=[CH:24][C:23]=2[S:22](=[O:32])(=[O:31])[C:21]2[C:16]1=[CH:17][CH:18]=[CH:19][CH:20]=2.